Dataset: NCI-60 drug combinations with 297,098 pairs across 59 cell lines. Task: Regression. Given two drug SMILES strings and cell line genomic features, predict the synergy score measuring deviation from expected non-interaction effect. (1) Drug 1: C1=CC(=C2C(=C1NCCNCCO)C(=O)C3=C(C=CC(=C3C2=O)O)O)NCCNCCO. Drug 2: CN(CC1=CN=C2C(=N1)C(=NC(=N2)N)N)C3=CC=C(C=C3)C(=O)NC(CCC(=O)O)C(=O)O. Cell line: SNB-19. Synergy scores: CSS=63.6, Synergy_ZIP=-3.35, Synergy_Bliss=-4.40, Synergy_Loewe=-1.87, Synergy_HSA=1.28. (2) Drug 1: CCC(=C(C1=CC=CC=C1)C2=CC=C(C=C2)OCCN(C)C)C3=CC=CC=C3.C(C(=O)O)C(CC(=O)O)(C(=O)O)O. Drug 2: CC(C)(C#N)C1=CC(=CC(=C1)CN2C=NC=N2)C(C)(C)C#N. Cell line: SF-268. Synergy scores: CSS=2.29, Synergy_ZIP=-0.866, Synergy_Bliss=-0.513, Synergy_Loewe=-1.20, Synergy_HSA=-2.25. (3) Drug 1: CS(=O)(=O)C1=CC(=C(C=C1)C(=O)NC2=CC(=C(C=C2)Cl)C3=CC=CC=N3)Cl. Drug 2: CC1CCC2CC(C(=CC=CC=CC(CC(C(=O)C(C(C(=CC(C(=O)CC(OC(=O)C3CCCCN3C(=O)C(=O)C1(O2)O)C(C)CC4CCC(C(C4)OC)OCCO)C)C)O)OC)C)C)C)OC. Cell line: SK-MEL-28. Synergy scores: CSS=10.7, Synergy_ZIP=2.12, Synergy_Bliss=5.18, Synergy_Loewe=-8.76, Synergy_HSA=-0.654. (4) Cell line: T-47D. Drug 2: C1=CC(=CC=C1CC(C(=O)O)N)N(CCCl)CCCl.Cl. Drug 1: CC1C(C(CC(O1)OC2CC(CC3=C2C(=C4C(=C3O)C(=O)C5=C(C4=O)C(=CC=C5)OC)O)(C(=O)CO)O)N)O.Cl. Synergy scores: CSS=25.5, Synergy_ZIP=-6.28, Synergy_Bliss=3.79, Synergy_Loewe=-4.67, Synergy_HSA=2.63. (5) Drug 1: C1=CC=C(C(=C1)C(C2=CC=C(C=C2)Cl)C(Cl)Cl)Cl. Drug 2: CC12CCC3C(C1CCC2O)C(CC4=C3C=CC(=C4)O)CCCCCCCCCS(=O)CCCC(C(F)(F)F)(F)F. Cell line: EKVX. Synergy scores: CSS=1.15, Synergy_ZIP=-0.830, Synergy_Bliss=-1.93, Synergy_Loewe=-34.5, Synergy_HSA=-1.57. (6) Drug 1: C1=NC2=C(N=C(N=C2N1C3C(C(C(O3)CO)O)O)F)N. Drug 2: N.N.Cl[Pt+2]Cl. Cell line: ACHN. Synergy scores: CSS=25.6, Synergy_ZIP=0.356, Synergy_Bliss=1.97, Synergy_Loewe=-19.5, Synergy_HSA=0.987. (7) Drug 1: C1=C(C(=O)NC(=O)N1)N(CCCl)CCCl. Drug 2: C1=NC(=NC(=O)N1C2C(C(C(O2)CO)O)O)N. Cell line: SF-539. Synergy scores: CSS=34.3, Synergy_ZIP=1.81, Synergy_Bliss=1.02, Synergy_Loewe=0.940, Synergy_HSA=0.651. (8) Drug 1: C1=CC(=CC=C1CCCC(=O)O)N(CCCl)CCCl. Drug 2: CN1C2=C(C=C(C=C2)N(CCCl)CCCl)N=C1CCCC(=O)O.Cl. Cell line: HCT116. Synergy scores: CSS=39.3, Synergy_ZIP=0.0776, Synergy_Bliss=-4.05, Synergy_Loewe=-12.6, Synergy_HSA=-5.81. (9) Drug 1: CC(CN1CC(=O)NC(=O)C1)N2CC(=O)NC(=O)C2. Drug 2: C1=CC(=CC=C1CC(C(=O)O)N)N(CCCl)CCCl.Cl. Cell line: ACHN. Synergy scores: CSS=52.9, Synergy_ZIP=8.53, Synergy_Bliss=8.33, Synergy_Loewe=9.94, Synergy_HSA=11.6.